From a dataset of NCI-60 drug combinations with 297,098 pairs across 59 cell lines. Regression. Given two drug SMILES strings and cell line genomic features, predict the synergy score measuring deviation from expected non-interaction effect. (1) Drug 1: CC12CCC3C(C1CCC2O)C(CC4=C3C=CC(=C4)O)CCCCCCCCCS(=O)CCCC(C(F)(F)F)(F)F. Drug 2: CN(CC1=CN=C2C(=N1)C(=NC(=N2)N)N)C3=CC=C(C=C3)C(=O)NC(CCC(=O)O)C(=O)O. Cell line: NCIH23. Synergy scores: CSS=40.6, Synergy_ZIP=-0.261, Synergy_Bliss=0.407, Synergy_Loewe=-22.2, Synergy_HSA=-0.422. (2) Drug 1: CC1=C(C(=CC=C1)Cl)NC(=O)C2=CN=C(S2)NC3=CC(=NC(=N3)C)N4CCN(CC4)CCO. Drug 2: CC(C)(C#N)C1=CC(=CC(=C1)CN2C=NC=N2)C(C)(C)C#N. Cell line: MOLT-4. Synergy scores: CSS=-4.17, Synergy_ZIP=2.26, Synergy_Bliss=1.14, Synergy_Loewe=-6.65, Synergy_HSA=-5.06. (3) Drug 1: CCC1(CC2CC(C3=C(CCN(C2)C1)C4=CC=CC=C4N3)(C5=C(C=C6C(=C5)C78CCN9C7C(C=CC9)(C(C(C8N6C)(C(=O)OC)O)OC(=O)C)CC)OC)C(=O)OC)O.OS(=O)(=O)O. Drug 2: CCCCCOC(=O)NC1=NC(=O)N(C=C1F)C2C(C(C(O2)C)O)O. Cell line: MCF7. Synergy scores: CSS=0.807, Synergy_ZIP=0.918, Synergy_Bliss=2.59, Synergy_Loewe=0.327, Synergy_HSA=0.815.